Dataset: Reaction yield outcomes from USPTO patents with 853,638 reactions. Task: Predict the reaction yield, written as a fraction of the theoretical maximum amount of product (1.0 means a 100% yield; for example, 0.34 means a 34% yield). (1) The reactants are C(N(C(C)C)CC)(C)C.[NH:10]1[CH2:15][CH2:14][CH:13]([C:16]([O:18][CH2:19][CH3:20])=[O:17])[CH2:12][CH2:11]1.Cl[C:22]1[CH:27]=[CH:26][CH:25]=[C:24]([O:28][CH3:29])[N:23]=1.O. The catalyst is CN(C=O)C. The product is [CH3:29][O:28][C:24]1[N:23]=[C:22]([N:10]2[CH2:15][CH2:14][CH:13]([C:16]([O:18][CH2:19][CH3:20])=[O:17])[CH2:12][CH2:11]2)[CH:27]=[CH:26][CH:25]=1. The yield is 0.110. (2) The reactants are O[C:2]1[C:11]2[C:6](=[C:7]([OH:12])[CH:8]=[CH:9][CH:10]=2)[CH:5]=[CH:4][CH:3]=1.[C:13](=[O:16])([O-])[O-].[K+].[K+].[CH2:19]([CH:21]([CH2:24][CH2:25][CH2:26][CH3:27])[CH2:22]Br)[CH3:20]. The catalyst is CN(C)C=O. The product is [CH2:19]([CH:21]([CH2:24][CH2:25][CH2:26][CH3:27])[CH2:22][O:12][C:7]1[C:6]2[C:11](=[C:2]([O:16][CH2:13][CH:2]([CH2:11][CH3:10])[CH2:3][CH2:4][CH2:5][CH3:6])[CH:3]=[CH:4][CH:5]=2)[CH:10]=[CH:9][CH:8]=1)[CH3:20]. The yield is 0.666.